From a dataset of Catalyst prediction with 721,799 reactions and 888 catalyst types from USPTO. Predict which catalyst facilitates the given reaction. Reactant: [H-].[Al+3].[Li+].[H-].[H-].[H-].[O:7]1[C:12]2[CH:13]=[CH:14][CH:15]=[CH:16][C:11]=2[NH:10][C:9](=O)[CH2:8]1.[Na].[OH-]. Product: [O:7]1[C:12]2[CH:13]=[CH:14][CH:15]=[CH:16][C:11]=2[NH:10][CH2:9][CH2:8]1. The catalyst class is: 30.